From a dataset of Reaction yield outcomes from USPTO patents with 853,638 reactions. Predict the reaction yield, written as a fraction of the theoretical maximum amount of product (1.0 means a 100% yield; for example, 0.34 means a 34% yield). The reactants are O1CCCC1.[F:6][C:7]1[CH:24]=[CH:23][CH:22]=[CH:21][C:8]=1[O:9][C:10]1[CH:15]=[CH:14][C:13]([CH2:16][C:17](Cl)=[N:18][OH:19])=[CH:12][CH:11]=1.[C:25]([C:27]1[C:28]([NH2:34])=[N:29][C:30]([NH2:33])=[CH:31][CH:32]=1)#[CH:26].C(N(CC)CC)C. The catalyst is O. The product is [F:6][C:7]1[CH:24]=[CH:23][CH:22]=[CH:21][C:8]=1[O:9][C:10]1[CH:15]=[CH:14][C:13]([CH2:16][C:17]2[CH:26]=[C:25]([C:27]3[C:28]([NH2:34])=[N:29][C:30]([NH2:33])=[CH:31][CH:32]=3)[O:19][N:18]=2)=[CH:12][CH:11]=1. The yield is 0.492.